This data is from Ames mutagenicity test results for genotoxicity prediction. The task is: Regression/Classification. Given a drug SMILES string, predict its toxicity properties. Task type varies by dataset: regression for continuous values (e.g., LD50, hERG inhibition percentage) or binary classification for toxic/non-toxic outcomes (e.g., AMES mutagenicity, cardiotoxicity, hepatotoxicity). Dataset: ames. (1) The molecule is Cc1nnc(O)nc1O. The result is 0 (non-mutagenic). (2) The drug is O=S1(=O)CCCCO1. The result is 1 (mutagenic). (3) The compound is Oc1cc2ccccc2c2ccccc12. The result is 1 (mutagenic). (4) The compound is C=C(Cl)C#N. The result is 0 (non-mutagenic). (5) The molecule is C=CBr. The result is 1 (mutagenic).